From a dataset of NCI-60 drug combinations with 297,098 pairs across 59 cell lines. Regression. Given two drug SMILES strings and cell line genomic features, predict the synergy score measuring deviation from expected non-interaction effect. (1) Drug 1: COC1=NC(=NC2=C1N=CN2C3C(C(C(O3)CO)O)O)N. Drug 2: C1CCC(C(C1)N)N.C(=O)(C(=O)[O-])[O-].[Pt+4]. Cell line: SK-MEL-28. Synergy scores: CSS=1.35, Synergy_ZIP=-2.84, Synergy_Bliss=-0.523, Synergy_Loewe=-5.56, Synergy_HSA=-2.50. (2) Drug 1: CN(C)C1=NC(=NC(=N1)N(C)C)N(C)C. Synergy scores: CSS=19.8, Synergy_ZIP=-7.38, Synergy_Bliss=-2.93, Synergy_Loewe=-46.0, Synergy_HSA=-4.30. Cell line: UO-31. Drug 2: C1=NC2=C(N=C(N=C2N1C3C(C(C(O3)CO)O)F)Cl)N. (3) Drug 1: CC(C)NC(=O)C1=CC=C(C=C1)CNNC.Cl. Drug 2: C(CN)CNCCSP(=O)(O)O. Cell line: RXF 393. Synergy scores: CSS=9.64, Synergy_ZIP=-0.405, Synergy_Bliss=4.84, Synergy_Loewe=5.25, Synergy_HSA=4.30. (4) Drug 1: CCC1(CC2CC(C3=C(CCN(C2)C1)C4=CC=CC=C4N3)(C5=C(C=C6C(=C5)C78CCN9C7C(C=CC9)(C(C(C8N6C=O)(C(=O)OC)O)OC(=O)C)CC)OC)C(=O)OC)O.OS(=O)(=O)O. Drug 2: C1=NNC2=C1C(=O)NC=N2. Cell line: OVCAR3. Synergy scores: CSS=0.882, Synergy_ZIP=-2.41, Synergy_Bliss=-2.31, Synergy_Loewe=-1.45, Synergy_HSA=-1.73. (5) Drug 1: C1CN(CCN1C(=O)CCBr)C(=O)CCBr. Drug 2: C1CNP(=O)(OC1)N(CCCl)CCCl. Cell line: PC-3. Synergy scores: CSS=20.1, Synergy_ZIP=-6.64, Synergy_Bliss=-1.98, Synergy_Loewe=-34.6, Synergy_HSA=-3.96. (6) Drug 1: CCC1=CC2CC(C3=C(CN(C2)C1)C4=CC=CC=C4N3)(C5=C(C=C6C(=C5)C78CCN9C7C(C=CC9)(C(C(C8N6C)(C(=O)OC)O)OC(=O)C)CC)OC)C(=O)OC.C(C(C(=O)O)O)(C(=O)O)O. Drug 2: CCC1(CC2CC(C3=C(CCN(C2)C1)C4=CC=CC=C4N3)(C5=C(C=C6C(=C5)C78CCN9C7C(C=CC9)(C(C(C8N6C=O)(C(=O)OC)O)OC(=O)C)CC)OC)C(=O)OC)O.OS(=O)(=O)O. Cell line: MOLT-4. Synergy scores: CSS=76.3, Synergy_ZIP=10.3, Synergy_Bliss=10.7, Synergy_Loewe=3.09, Synergy_HSA=10.2. (7) Drug 1: C1=NC2=C(N1)C(=S)N=C(N2)N. Drug 2: C1CNP(=O)(OC1)N(CCCl)CCCl. Cell line: 786-0. Synergy scores: CSS=38.2, Synergy_ZIP=-4.22, Synergy_Bliss=-2.35, Synergy_Loewe=-45.3, Synergy_HSA=-3.94. (8) Drug 1: C1=CC(=CC=C1CCC2=CNC3=C2C(=O)NC(=N3)N)C(=O)NC(CCC(=O)O)C(=O)O. Drug 2: CC1CCC2CC(C(=CC=CC=CC(CC(C(=O)C(C(C(=CC(C(=O)CC(OC(=O)C3CCCCN3C(=O)C(=O)C1(O2)O)C(C)CC4CCC(C(C4)OC)O)C)C)O)OC)C)C)C)OC. Cell line: HS 578T. Synergy scores: CSS=12.8, Synergy_ZIP=-9.94, Synergy_Bliss=-14.8, Synergy_Loewe=-11.5, Synergy_HSA=-8.26.